Dataset: Reaction yield outcomes from USPTO patents with 853,638 reactions. Task: Predict the reaction yield, written as a fraction of the theoretical maximum amount of product (1.0 means a 100% yield; for example, 0.34 means a 34% yield). (1) The reactants are [NH2:1][C:2]1[CH:9]=[C:8]([OH:10])[C:7]([O:11][CH3:12])=[CH:6][C:3]=1[CH:4]=O.[CH2:13]([C:15]1([OH:31])[C:27]2[CH:26]=[C:25]3[N:21]([CH2:22][CH2:23][C:24]3=O)[C:20](=[O:29])[C:19]=2[CH2:18][O:17][C:16]1=[O:30])[CH3:14].O.C1(C)C=CC(S(O)(=O)=O)=CC=1. The catalyst is C1(C)C=CC=CC=1. The product is [CH2:13]([C@:15]1([OH:31])[C:27]2[CH:26]=[C:25]3[N:21]([CH2:22][C:23]4[C:24]3=[N:1][C:2]3[CH:9]=[C:8]([OH:10])[C:7]([O:11][CH3:12])=[CH:6][C:3]=3[CH:4]=4)[C:20](=[O:29])[C:19]=2[CH2:18][O:17][C:16]1=[O:30])[CH3:14]. The yield is 0.480. (2) The reactants are F[C:2]1[C:7]([I:8])=[CH:6][CH:5]=[CH:4][N:3]=1.C([O-])([O-])=O.[Cs+].[Cs+].[CH3:15][CH:16]([SH:18])[CH3:17]. No catalyst specified. The product is [I:8][C:7]1[C:2]([S:18][CH:16]([CH3:17])[CH3:15])=[N:3][CH:4]=[CH:5][CH:6]=1. The yield is 0.560. (3) The reactants are [Si:1]([O:8][C@H:9]([C:25]1[CH:34]=[CH:33][C:32]([OH:35])=[C:31]2[C:26]=1[CH:27]=[CH:28][C:29](=[O:36])[NH:30]2)[CH2:10][NH:11][C@@H:12]([CH3:24])[CH2:13][C:14]1[CH:15]=[C:16]([CH2:20][C:21](O)=[O:22])[CH:17]=[CH:18][CH:19]=1)([C:4]([CH3:7])([CH3:6])[CH3:5])([CH3:3])[CH3:2].[O-]S(C(F)(F)F)(=O)=O.C(N(CC)C(C)C)(C)C.[NH2:54][CH2:55][CH2:56][CH2:57][N:58]([CH3:85])[C:59]([CH2:61][CH2:62][N:63]1[CH2:68][CH2:67][CH:66]([O:69][C:70](=[O:84])[NH:71][C:72]2[CH:77]=[CH:76][CH:75]=[CH:74][C:73]=2[C:78]2[CH:83]=[CH:82][CH:81]=[CH:80][CH:79]=2)[CH2:65][CH2:64]1)=[O:60]. The catalyst is CN(C=O)C. The product is [Si:1]([O:8][C@H:9]([C:25]1[CH:34]=[CH:33][C:32]([OH:35])=[C:31]2[C:26]=1[CH:27]=[CH:28][C:29](=[O:36])[NH:30]2)[CH2:10][NH:11][C@@H:12]([CH3:24])[CH2:13][C:14]1[CH:15]=[C:16]([CH2:20][C:21]([NH:54][CH2:55][CH2:56][CH2:57][N:58]([CH3:85])[C:59]([CH2:61][CH2:62][N:63]2[CH2:64][CH2:65][CH:66]([O:69][C:70](=[O:84])[NH:71][C:72]3[CH:77]=[CH:76][CH:75]=[CH:74][C:73]=3[C:78]3[CH:79]=[CH:80][CH:81]=[CH:82][CH:83]=3)[CH2:67][CH2:68]2)=[O:60])=[O:22])[CH:17]=[CH:18][CH:19]=1)([C:4]([CH3:7])([CH3:5])[CH3:6])([CH3:3])[CH3:2]. The yield is 0.240. (4) The reactants are Br[C:2]1[CH:23]=[CH:22][C:5]([C:6]([NH:8][S:9]([C:12]2[CH:17]=[CH:16][CH:15]=[CH:14][C:13]=2[S:18](=[O:21])(=[O:20])[NH2:19])(=[O:11])=[O:10])=[O:7])=[CH:4][C:3]=1[O:24][CH3:25].[C:26]([C:28]1[CH:33]=[CH:32][CH:31]=[C:30]([CH3:34])[CH:29]=1)#[CH:27]. No catalyst specified. The product is [CH3:25][O:24][C:3]1[CH:4]=[C:5]([CH:22]=[CH:23][C:2]=1[C:27]#[C:26][C:28]1[CH:29]=[C:30]([CH3:34])[CH:31]=[CH:32][CH:33]=1)[C:6]([NH:8][S:9]([C:12]1[CH:17]=[CH:16][CH:15]=[CH:14][C:13]=1[S:18](=[O:21])(=[O:20])[NH2:19])(=[O:11])=[O:10])=[O:7]. The yield is 0.450. (5) The reactants are N#N.[N+:3]([C:6]1[C:11]([O:12][CH3:13])=[CH:10][CH:9]=[CH:8][C:7]=1[CH:14](O)[CH:15]([N+:17]([O-:19])=[O:18])[CH3:16])([O-:5])=[O:4].C(OC(=O)C)(=O)C.C1OCCOCCOCCOCCOCCOC1.[F-].[K+]. The catalyst is O. The product is [N+:3]([C:6]1[C:11]([O:12][CH3:13])=[CH:10][CH:9]=[CH:8][C:7]=1[CH:14]=[C:15]([N+:17]([O-:19])=[O:18])[CH3:16])([O-:5])=[O:4]. The yield is 0.960. (6) The reactants are [O:1]=[C:2]1[C:10]2[C:5](=[CH:6][CH:7]=[CH:8][CH:9]=2)[C:4](=[O:11])[N:3]1[CH:12]1[CH2:17][CH2:16][CH:15]([S:18]([OH:21])(=O)=[O:19])[CH2:14][CH2:13]1.P(Cl)(Cl)(Cl)(Cl)[Cl:23]. No catalyst specified. The product is [O:1]=[C:2]1[C:10]2[C:5](=[CH:6][CH:7]=[CH:8][CH:9]=2)[C:4](=[O:11])[N:3]1[CH:12]1[CH2:17][CH2:16][CH:15]([S:18]([Cl:23])(=[O:21])=[O:19])[CH2:14][CH2:13]1. The yield is 0.680. (7) The reactants are [F:1][C:2]1[C:3]([NH:22][C:23]2[CH:28]=[CH:27][C:26]([I:29])=[CH:25][C:24]=2[F:30])=[C:4]([C:9]([N:11]2[CH2:14][C:13]([C:16]([CH3:21])([CH3:20])[C:17](O)=[O:18])([OH:15])[CH2:12]2)=[O:10])[CH:5]=[CH:6][C:7]=1[F:8].C(N(CC)CC)C.C1CN([P+](ON2N=NC3C=CC=CC2=3)(N2CCCC2)N2CCCC2)CC1.F[P-](F)(F)(F)(F)F.[BH4-].[Na+]. The catalyst is O1CCCC1. The product is [F:1][C:2]1[C:3]([NH:22][C:23]2[CH:28]=[CH:27][C:26]([I:29])=[CH:25][C:24]=2[F:30])=[C:4]([C:9]([N:11]2[CH2:12][C:13]([C:16]([CH3:21])([CH3:20])[CH2:17][OH:18])([OH:15])[CH2:14]2)=[O:10])[CH:5]=[CH:6][C:7]=1[F:8]. The yield is 0.820. (8) The reactants are [CH3:1][S:2][C:3]1[CH:8]=[CH:7][C:6]([C:9]2[C:13]3[CH:14]=[C:15]([C:18]([NH:20][NH2:21])=[O:19])[CH:16]=[CH:17][C:12]=3[O:11][CH:10]=2)=[CH:5][CH:4]=1.C(N(CC)CC)C.O.CN(C)[CH:32]=[O:33]. No catalyst specified. The product is [CH3:1][S:2][C:3]1[CH:4]=[CH:5][C:6]([C:9]2[C:13]3[CH:14]=[C:15]([C:18]4[O:19][C:32]([OH:33])=[N:21][N:20]=4)[CH:16]=[CH:17][C:12]=3[O:11][CH:10]=2)=[CH:7][CH:8]=1. The yield is 0.740.